Dataset: Forward reaction prediction with 1.9M reactions from USPTO patents (1976-2016). Task: Predict the product of the given reaction. (1) Given the reactants [O-:1][C:2]#[N:3].[K+].[Cl:5][CH2:6][C:7]1([CH3:10])[CH2:9][O:8]1, predict the reaction product. The product is: [Cl:5][CH2:6][C:7]1([CH3:10])[O:8][C:2](=[O:1])[NH:3][CH2:9]1. (2) Given the reactants [NH2:1][C:2]1[CH:7]=[CH:6][C:5]([C@@H:8]2[CH2:10][C@H:9]2[C:11]([OH:13])=[O:12])=[CH:4][CH:3]=1.ClC(Cl)C.[F:18][C:19]([F:34])([F:33])[C:20]1[CH:25]=[CH:24][C:23]([C:26]2[CH:27]=[C:28]([CH:31]=O)[O:29][CH:30]=2)=[CH:22][CH:21]=1.C(O[BH-](OC(=O)C)OC(=O)C)(=O)C.[Na+], predict the reaction product. The product is: [F:34][C:19]([F:18])([F:33])[C:20]1[CH:21]=[CH:22][C:23]([C:26]2[CH:27]=[C:28]([CH2:31][NH:1][C:2]3[CH:3]=[CH:4][C:5]([C@@H:8]4[CH2:10][C@H:9]4[C:11]([OH:13])=[O:12])=[CH:6][CH:7]=3)[O:29][CH:30]=2)=[CH:24][CH:25]=1. (3) Given the reactants [Cl:1][C:2]1[N:13]=[C:12]([Cl:14])[CH:11]=[CH:10][C:3]=1[C:4](N(OC)C)=[O:5].[CH3:15][O:16][C:17]1[CH:22]=[CH:21][CH:20]=[CH:19][C:18]=1[Li], predict the reaction product. The product is: [Cl:1][C:2]1[C:3]([C:4]([C:18]2[CH:19]=[CH:20][CH:21]=[CH:22][C:17]=2[O:16][CH3:15])=[O:5])=[CH:10][CH:11]=[C:12]([Cl:14])[N:13]=1. (4) The product is: [Cl:1][C:2]1[CH:10]=[CH:9][C:8]([Cl:11])=[CH:7][C:3]=1[C:4]([NH:27][C:26]1[CH:28]=[CH:29][C:30]([CH3:32])=[CH:31][C:25]=1[OH:24])=[O:6]. Given the reactants [Cl:1][C:2]1[CH:10]=[CH:9][C:8]([Cl:11])=[CH:7][C:3]=1[C:4]([OH:6])=O.C(N1C=CN=C1)(N1C=CN=C1)=O.[OH:24][C:25]1[CH:31]=[C:30]([CH3:32])[CH:29]=[CH:28][C:26]=1[NH2:27], predict the reaction product. (5) The product is: [Cl:34][C:31]1[CH:32]=[CH:33][C:28]([C:20]([C:22]2[N:26]([CH3:27])[CH:25]=[N:24][CH:23]=2)([C:7]2[CH:8]=[C:9]3[C:4](=[CH:5][CH:6]=2)[N:3]2[N:35]=[N:36][N:37]=[C:2]2[CH:11]=[C:10]3[CH2:12][CH2:13][C:14]2[CH:15]=[CH:16][CH:17]=[CH:18][CH:19]=2)[OH:21])=[CH:29][CH:30]=1. Given the reactants Cl[C:2]1[CH:11]=[C:10]([CH2:12][CH2:13][C:14]2[CH:19]=[CH:18][CH:17]=[CH:16][CH:15]=2)[C:9]2[C:4](=[CH:5][CH:6]=[C:7]([C:20]([C:28]3[CH:33]=[CH:32][C:31]([Cl:34])=[CH:30][CH:29]=3)([C:22]3[N:26]([CH3:27])[CH:25]=[N:24][CH:23]=3)[OH:21])[CH:8]=2)[N:3]=1.[N-:35]=[N+:36]=[N-:37].[Na+], predict the reaction product. (6) Given the reactants [NH:1]1[CH2:6][CH2:5][O:4][CH2:3][CH2:2]1.[CH2:7]([N:9]([CH2:31][CH3:32])[C:10]1[N:30]=[C:13]2[CH:14]=[CH:15][C:16]([NH:18][C:19]([C:21]3[N:25]([CH3:26])[N:24]=[CH:23][C:22]=3[C:27](O)=[O:28])=[O:20])=[CH:17][N:12]2[N:11]=1)[CH3:8], predict the reaction product. The product is: [CH2:31]([N:9]([CH2:7][CH3:8])[C:10]1[N:30]=[C:13]2[CH:14]=[CH:15][C:16]([NH:18][C:19]([C:21]3[N:25]([CH3:26])[N:24]=[CH:23][C:22]=3[C:27]([N:1]3[CH2:6][CH2:5][O:4][CH2:3][CH2:2]3)=[O:28])=[O:20])=[CH:17][N:12]2[N:11]=1)[CH3:32]. (7) The product is: [C:7]1([C:6]2[N:38]=[C:29]3[CH:30]=[C:31]([C:34]([OH:36])=[O:35])[CH:32]=[CH:33][N:28]3[N:27]=2)[CH:12]=[CH:11][CH:10]=[CH:9][CH:8]=1. Given the reactants C[O-].[Na+].CO.[CH:6](=O)[C:7]1[CH:12]=[CH:11][CH:10]=[CH:9][CH:8]=1.CC1C=C(C)C=C(C)C=1S([O-])(=O)=O.[NH2:27][N:28]1[CH:33]=[CH:32][C:31]([C:34]([O:36]C)=[O:35])=[CH:30][C:29]1=[NH2+:38], predict the reaction product.